From a dataset of Reaction yield outcomes from USPTO patents with 853,638 reactions. Predict the reaction yield, written as a fraction of the theoretical maximum amount of product (1.0 means a 100% yield; for example, 0.34 means a 34% yield). (1) The reactants are [CH3:1][C@H:2]1[O:7][CH2:6][C@@H:5]([C:8]2[CH:13]=[CH:12][CH:11]=[CH:10][CH:9]=2)[NH:4][C:3]1=O.[H-].[Al+3].[Li+].[H-].[H-].[H-]. The catalyst is O1CCCC1. The product is [CH3:1][C@H:2]1[O:7][CH2:6][C@@H:5]([C:8]2[CH:9]=[CH:10][CH:11]=[CH:12][CH:13]=2)[NH:4][CH2:3]1. The yield is 0.630. (2) The reactants are CC(OC([N:8]1[CH2:13][CH2:12][N:11]([C:14]2[N:19]=[CH:18][C:17]([C:20]([OH:22])=O)=[CH:16][CH:15]=2)[CH2:10][CH2:9]1)=O)(C)C.ClC(N(C)C)=C(C)C.N1C=CC=CC=1.[NH2:37][C:38]1[N:42](C(OC(C)(C)C)=O)[N:41]=[C:40]([O:50][CH2:51][C:52]2[CH:57]=[C:56]([O:58][CH3:59])[CH:55]=[C:54]([O:60][CH3:61])[CH:53]=2)[CH:39]=1.Cl.O1CCOCC1. The catalyst is C1COCC1. The product is [CH3:59][O:58][C:56]1[CH:57]=[C:52]([CH2:51][O:50][C:40]2[CH:39]=[C:38]([NH:37][C:20]([C:17]3[CH:18]=[N:19][C:14]([N:11]4[CH2:10][CH2:9][NH:8][CH2:13][CH2:12]4)=[CH:15][CH:16]=3)=[O:22])[NH:42][N:41]=2)[CH:53]=[C:54]([O:60][CH3:61])[CH:55]=1. The yield is 0.260. (3) The yield is 0.950. The catalyst is O. The reactants are [C:1](O)(=O)C.FC(F)(F)C(O)=O.[CH3:12][O:13][C:14]1[CH:15]=[C:16]([CH2:22][CH2:23][NH2:24])[CH:17]=[CH:18][C:19]=1[O:20][CH3:21].C1N2CN3CN(C2)CN1C3. The product is [CH3:12][O:13][C:14]1[CH:15]=[C:16]2[C:17](=[CH:18][C:19]=1[O:20][CH3:21])[CH:1]=[N:24][CH2:23][CH2:22]2.